Dataset: Experimentally validated miRNA-target interactions with 360,000+ pairs, plus equal number of negative samples. Task: Binary Classification. Given a miRNA mature sequence and a target amino acid sequence, predict their likelihood of interaction. (1) The miRNA is mmu-miR-2183 with sequence UUGAACCCCUGACCUCCU. The protein sequence of the target gene is MAAAAAAAGAAGSAAPAAAAGAPGSGGAPSGSQGVLIGDRLYSGVLITLENCLLPDDKLRFTPSMSSGLDTDTETDLRVVGCELIQAAGILLRLPQVAMATGQVLFQRFFYTKSFVKHSMEHVSMACVHLASKIEEAPRRIRDVINVFHRLRQLRDKKKPVPLLLDQDYVNLKNQIIKAERRVLKELGFCVHVKHPHKIIVMYLQVLECERNQHLVQTSWNYMNDSLRTDVFVRFQPESIACACIYLAARTLEIPLPNRPHWFLLFGATEEEIQEICLKILQLYARKKVDLTHLEGEVEK.... Result: 0 (no interaction). (2) The miRNA is hsa-miR-544a with sequence AUUCUGCAUUUUUAGCAAGUUC. The protein sequence of the target gene is MSRRSTTTSTNFGLSWSLVDVISSSTAVFKVPMNGGCDLWIGCARWLRDMKVLTTDKNGTMLEFASVLRDGILLCRLANTLVPNGIDQKKIMRTNQPSPFLCCNNINYFAMFCKTYFNLEDADLFTAEDLYYMNGFQKVLKTLSFLSHTKESLSRGVDPFPDTDNNQEGTSNGSEFEDDVEIYQSLHDNIENVDPNRTIYGPITSADPEEQQSEQLYDRIVTNRKPSMNENDLQNTPTLKRNRCIRELYDTEKNYVAQALVTIIKTFYEPLKGIIPTSDYNIIFGNIEEINVLHTALLAD.... Result: 0 (no interaction). (3) The miRNA is hsa-miR-6826-3p with sequence CUCCCCUCUCUUUCCUGUUCAG. The protein sequence of the target gene is MALVFSALLLLGLCGKISSEGQPAFHNTPGAMNYELPTTKYETQDTFNAGIVGPLYKMVHIFLSVVQPNDFPLDLIKKLIQNKKFDISVDSKEPEIIVLALKIALYEIGVLICAILGLLFIILMPLVGCFFCMCRCCNKCGGEMHQRQKQNAPCRRKCLGLSLLVICLLMSLGIIYGFVANQQTRTRIKGTQKLAKSNFRDFQTLLTETPKQIDYVVEQYTNTKNKAFSDLDGIGSVLGGRIKDQLKPKVTPVLEEIKAMATAIKQTKDALQNMSSSLKSLQDAATQLNTNLSSVRNSIE.... Result: 0 (no interaction).